Dataset: Reaction yield outcomes from USPTO patents with 853,638 reactions. Task: Predict the reaction yield, written as a fraction of the theoretical maximum amount of product (1.0 means a 100% yield; for example, 0.34 means a 34% yield). (1) The reactants are [Br:1][C:2]1[N:3]=[C:4]([C:22]2[CH:27]=[CH:26][C:25]([C:28]([F:31])([F:30])[F:29])=[CH:24][CH:23]=2)[N:5]([CH2:14][O:15][CH2:16][CH2:17][Si:18]([CH3:21])([CH3:20])[CH3:19])[C:6]=1[CH:7]1[NH:12][C:11]([Cl:13])=[N:10][CH:9]=[CH:8]1. The catalyst is CCOC(C)=O.O=[Mn]=O. The product is [Br:1][C:2]1[N:3]=[C:4]([C:22]2[CH:23]=[CH:24][C:25]([C:28]([F:31])([F:29])[F:30])=[CH:26][CH:27]=2)[N:5]([CH2:14][O:15][CH2:16][CH2:17][Si:18]([CH3:21])([CH3:20])[CH3:19])[C:6]=1[C:7]1[CH:8]=[CH:9][N:10]=[C:11]([Cl:13])[N:12]=1. The yield is 0.980. (2) The reactants are [N:1]([CH2:4][C:5]1[N:6]=[C:7]([N:10]2[CH2:13][CH:12]([O:14][Si:15]([C:28]([CH3:31])([CH3:30])[CH3:29])([C:22]3[CH:27]=[CH:26][CH:25]=[CH:24][CH:23]=3)[C:16]3[CH:21]=[CH:20][CH:19]=[CH:18][CH:17]=3)[CH2:11]2)[S:8][CH:9]=1)=[N+]=[N-].[O:32]1[CH:36]=[CH:35][CH:34]=[C:33]1[C:37](Cl)=[O:38].C(N(CC)CC)C. The catalyst is CO.[OH-].[Pd+2].[OH-]. The product is [Si:15]([O:14][CH:12]1[CH2:13][N:10]([C:7]2[S:8][CH:9]=[C:5]([CH2:4][NH:1][C:37]([C:33]3[O:32][CH:36]=[CH:35][CH:34]=3)=[O:38])[N:6]=2)[CH2:11]1)([C:28]([CH3:31])([CH3:30])[CH3:29])([C:22]1[CH:27]=[CH:26][CH:25]=[CH:24][CH:23]=1)[C:16]1[CH:21]=[CH:20][CH:19]=[CH:18][CH:17]=1. The yield is 0.600. (3) The reactants are [Cl:1][C:2]1[CH:18]=[CH:17][C:5]2[CH2:6][CH2:7][N:8]([C:11](=[O:16])[C:12]([F:15])([F:14])[F:13])[CH2:9][CH2:10][C:4]=2[C:3]=1OS(C(F)(F)F)(=O)=O.[CH2:27]([O:29][C:30]1[CH:37]=[CH:36][C:33]([CH2:34][NH2:35])=[CH:32][C:31]=1[Cl:38])[CH3:28]. The catalyst is O1CCOCC1. The product is [Cl:1][C:2]1[CH:18]=[CH:17][C:5]2[CH2:6][CH2:7][N:8]([C:11](=[O:16])[C:12]([F:15])([F:14])[F:13])[CH2:9][CH2:10][C:4]=2[C:3]=1[NH:35][CH2:34][C:33]1[CH:36]=[CH:37][C:30]([O:29][CH2:27][CH3:28])=[C:31]([Cl:38])[CH:32]=1. The yield is 0.680. (4) The reactants are [NH2:1][C:2]1[CH:3]=[CH:4][C:5]([Cl:11])=[C:6]([CH:10]=1)[C:7]([OH:9])=[O:8].[C:12](Cl)(=[O:14])[CH3:13].C(N(CC)CC)C.O. The catalyst is C(Cl)Cl. The product is [C:12]([NH:1][C:2]1[CH:3]=[CH:4][C:5]([Cl:11])=[C:6]([CH:10]=1)[C:7]([OH:9])=[O:8])(=[O:14])[CH3:13]. The yield is 0.270. (5) The reactants are Cl[C:2]1[C:10]([N+:11]([O-:13])=[O:12])=[CH:9][CH:8]=[C:7]2[C:3]=1[C:4]([NH2:16])=[N:5][N:6]2[CH2:14][CH3:15].[CH3:17][O-:18].[Na+]. The catalyst is CO. The product is [CH2:14]([N:6]1[C:7]2[C:3](=[C:2]([O:18][CH3:17])[C:10]([N+:11]([O-:13])=[O:12])=[CH:9][CH:8]=2)[C:4]([NH2:16])=[N:5]1)[CH3:15]. The yield is 0.780. (6) The reactants are C[O:2][C:3]1[N:12]=[C:11]([C:13]2[CH:18]=[CH:17][C:16]([C:19]([F:22])([F:21])[F:20])=[CH:15][C:14]=2[O:23][CH3:24])[C:10]2[C:5](=[CH:6][C:7]([S:25]([NH:28][C:29]3[S:30][CH:31]=[CH:32][N:33]=3)(=[O:27])=[O:26])=[CH:8][CH:9]=2)[N:4]=1.C(Cl)(=O)C. The catalyst is CO. The product is [NH4+:4].[OH-:2].[CH3:24][O:23][C:14]1[CH:15]=[C:16]([C:19]([F:22])([F:20])[F:21])[CH:17]=[CH:18][C:13]=1[C:11]1[C:10]2[C:5](=[CH:6][C:7]([S:25]([NH:28][C:29]3[S:30][CH:31]=[CH:32][N:33]=3)(=[O:26])=[O:27])=[CH:8][CH:9]=2)[NH:4][C:3](=[O:2])[N:12]=1. The yield is 0.00100. (7) The yield is 0.600. The product is [O:23]1[C:24]2([CH2:25][CH2:26][CH:27]([C:30]3[C:38]4[C:33](=[CH:34][C:35]([F:39])=[CH:36][CH:37]=4)[NH:32][CH:31]=3)[CH2:28][CH2:29]2)[O:20][CH2:21][CH2:22]1. No catalyst specified. The reactants are O1C2(CCC(C3C4C(=CC=CC=4)NC=3)CC2)OCC1.[O:20]1[C:24]2([CH2:29][CH2:28][C:27]([C:30]3[C:38]4[C:33](=[CH:34][C:35]([F:39])=[CH:36][CH:37]=4)[NH:32][CH:31]=3)=[CH:26][CH2:25]2)[O:23][CH2:22][CH2:21]1.